Dataset: Forward reaction prediction with 1.9M reactions from USPTO patents (1976-2016). Task: Predict the product of the given reaction. (1) Given the reactants [CH2:1]([O:8][NH:9][C:10](=[O:19])[CH2:11][CH2:12][CH2:13][CH2:14][CH2:15][CH2:16][CH2:17]Br)[C:2]1[CH:7]=[CH:6][CH:5]=[CH:4][CH:3]=1.Cl.[CH:21]([CH:24]1[C:33]2[C:28](=[CH:29][C:30]([O:36][CH3:37])=[C:31]([O:34][CH3:35])[CH:32]=2)[CH2:27][CH2:26][NH:25]1)([CH3:23])[CH3:22].C(=O)([O-])[O-].[K+].[K+], predict the reaction product. The product is: [CH2:1]([O:8][NH:9][C:10](=[O:19])[CH2:11][CH2:12][CH2:13][CH2:14][CH2:15][CH2:16][CH2:17][N:25]1[CH2:26][CH2:27][C:28]2[C:33](=[CH:32][C:31]([O:34][CH3:35])=[C:30]([O:36][CH3:37])[CH:29]=2)[CH:24]1[CH:21]([CH3:23])[CH3:22])[C:2]1[CH:7]=[CH:6][CH:5]=[CH:4][CH:3]=1. (2) Given the reactants [Cl:1][C:2]1[C:3]([CH2:16][C:17]([NH2:19])=[O:18])=[C:4]2[C:9](=[CH:10][CH:11]=1)[N:8]=[CH:7][C:6]([CH2:12][N:13]([CH3:15])[CH3:14])=[CH:5]2.C[O:21][C:22](=O)[C:23]([C:25]1[C:33]2[C:28](=[CH:29][CH:30]=[CH:31][CH:32]=2)[NH:27][CH:26]=1)=O.CC([O-])(C)C.[K+].[NH4+].[Cl-], predict the reaction product. The product is: [Cl:1][C:2]1[C:3]([C:16]2[C:17](=[O:18])[NH:19][C:22](=[O:21])[C:23]=2[C:25]2[C:33]3[C:28](=[CH:29][CH:30]=[CH:31][CH:32]=3)[NH:27][CH:26]=2)=[C:4]2[C:9](=[CH:10][CH:11]=1)[N:8]=[CH:7][C:6]([CH2:12][N:13]([CH3:14])[CH3:15])=[CH:5]2. (3) Given the reactants C[O:2][C:3](=[O:39])[CH2:4][C:5]1[CH:14]=[C:13]([CH:15]2[CH2:20][CH2:19][N:18]([S:21]([C:24]3[CH:29]=[C:28]([C:30]([F:33])([F:32])[F:31])[CH:27]=[C:26]([C:34]([F:37])([F:36])[F:35])[CH:25]=3)(=[O:23])=[O:22])[CH2:17][CH2:16]2)[C:12]2[C:7](=[CH:8][CH:9]=[C:10]([F:38])[CH:11]=2)[CH:6]=1.O.[OH-].[Li+], predict the reaction product. The product is: [F:36][C:34]([F:35])([F:37])[C:26]1[CH:25]=[C:24]([S:21]([N:18]2[CH2:19][CH2:20][CH:15]([C:13]3[C:12]4[C:7](=[CH:8][CH:9]=[C:10]([F:38])[CH:11]=4)[CH:6]=[C:5]([CH2:4][C:3]([OH:39])=[O:2])[CH:14]=3)[CH2:16][CH2:17]2)(=[O:23])=[O:22])[CH:29]=[C:28]([C:30]([F:31])([F:32])[F:33])[CH:27]=1.